This data is from Reaction yield outcomes from USPTO patents with 853,638 reactions. The task is: Predict the reaction yield, written as a fraction of the theoretical maximum amount of product (1.0 means a 100% yield; for example, 0.34 means a 34% yield). (1) The reactants are [NH2:1][C@H:2]1[CH2:6][N:5]([C:7]([O:9][C:10]([CH3:13])([CH3:12])[CH3:11])=[O:8])[C@H:4]([CH2:14][O:15][Si:16]([C:29]([CH3:32])([CH3:31])[CH3:30])([C:23]2[CH:28]=[CH:27][CH:26]=[CH:25][CH:24]=2)[C:17]2[CH:22]=[CH:21][CH:20]=[CH:19][CH:18]=2)[CH2:3]1.[CH3:33]C(O)=O.C=O.[BH3-]C#N.[Na+]. The catalyst is CO. The product is [C:10]([O:9][C:7]([N:5]1[CH2:6][C@H:2]([NH:1][CH3:33])[CH2:3][C@H:4]1[CH2:14][O:15][Si:16]([C:29]([CH3:32])([CH3:31])[CH3:30])([C:23]1[CH:28]=[CH:27][CH:26]=[CH:25][CH:24]=1)[C:17]1[CH:18]=[CH:19][CH:20]=[CH:21][CH:22]=1)=[O:8])([CH3:13])([CH3:11])[CH3:12]. The yield is 0.780. (2) The reactants are [C:1]([O:5][C:6]([N:8]1[CH2:13][CH2:12][CH:11]([S:14]C(=O)C)[CH2:10][CH2:9]1)=[O:7])([CH3:4])([CH3:3])[CH3:2].[OH-].[K+].Br[C:21]([CH3:28])([CH3:27])[C:22]([O:24][CH2:25][CH3:26])=[O:23]. The catalyst is C(O)C. The product is [C:1]([O:5][C:6]([N:8]1[CH2:13][CH2:12][CH:11]([S:14][C:21]([C:22]([O:24][CH2:25][CH3:26])=[O:23])([CH3:28])[CH3:27])[CH2:10][CH2:9]1)=[O:7])([CH3:4])([CH3:2])[CH3:3]. The yield is 0.870.